From a dataset of Full USPTO retrosynthesis dataset with 1.9M reactions from patents (1976-2016). Predict the reactants needed to synthesize the given product. Given the product [CH3:22][CH:21]([O:20][C:18]([N:8]1[CH2:9][CH2:10][C:11]2[C:16](=[CH:15][CH:14]=[CH:13][CH:12]=2)[C@@H:7]1[C:1]1[CH:2]=[CH:3][CH:4]=[CH:5][CH:6]=1)=[O:19])[CH3:23], predict the reactants needed to synthesize it. The reactants are: [C:1]1([C@H:7]2[C:16]3[C:11](=[CH:12][CH:13]=[CH:14][CH:15]=3)[CH2:10][CH2:9][NH:8]2)[CH:6]=[CH:5][CH:4]=[CH:3][CH:2]=1.Cl[C:18]([O:20][CH:21]([CH3:23])[CH3:22])=[O:19].C1(C)C=CC=CC=1.C(=O)([O-])[O-].[K+].[K+].